This data is from Full USPTO retrosynthesis dataset with 1.9M reactions from patents (1976-2016). The task is: Predict the reactants needed to synthesize the given product. The reactants are: [CH:1]([C:3]1[C:11]2[C:6](=[CH:7][CH:8]=[C:9]([O:12][CH3:13])[CH:10]=2)[N:5]([CH2:14][CH2:15][CH2:16][C:17]#[N:18])[C:4]=1[C:19]1[C:20]([CH3:26])=[N:21][N:22]([CH3:25])[C:23]=1[CH3:24])=O.[CH3:27][NH:28][C:29]([NH:31][C:32]1[CH:33]=[CH:34][C:35]2[O:39][CH2:38][C:37](=[O:40])[C:36]=2[CH:41]=1)=[O:30].CCOC(C)=O. Given the product [C:17]([CH2:16][CH2:15][CH2:14][N:5]1[C:6]2[C:11](=[CH:10][C:9]([O:12][CH3:13])=[CH:8][CH:7]=2)[C:3](/[CH:1]=[C:38]2\[O:39][C:35]3[CH:34]=[CH:33][C:32]([NH:31][C:29]([NH:28][CH3:27])=[O:30])=[CH:41][C:36]=3[C:37]\2=[O:40])=[C:4]1[C:19]1[C:20]([CH3:26])=[N:21][N:22]([CH3:25])[C:23]=1[CH3:24])#[N:18], predict the reactants needed to synthesize it.